Dataset: Reaction yield outcomes from USPTO patents with 853,638 reactions. Task: Predict the reaction yield, written as a fraction of the theoretical maximum amount of product (1.0 means a 100% yield; for example, 0.34 means a 34% yield). (1) The reactants are Cl[CH2:2][Si:3]([CH3:33])([CH3:32])[CH2:4][CH2:5][C:6]1[C:18]2[CH2:17][N:16]3[C:11](=[CH:12][C:13]4[C@:23]([CH2:25][CH3:26])([OH:24])[C:22](=[O:27])[O:21][CH2:20][C:14]=4[C:15]3=[O:19])[C:10]=2[N:9]=[C:8]2[CH:28]=[CH:29][CH:30]=[CH:31][C:7]=12.[I-:34].[Na+]. The catalyst is CC(=O)CC. The product is [I:34][CH2:2][Si:3]([CH3:33])([CH3:32])[CH2:4][CH2:5][C:6]1[C:18]2[CH2:17][N:16]3[C:11](=[CH:12][C:13]4[C@:23]([CH2:25][CH3:26])([OH:24])[C:22](=[O:27])[O:21][CH2:20][C:14]=4[C:15]3=[O:19])[C:10]=2[N:9]=[C:8]2[CH:28]=[CH:29][CH:30]=[CH:31][C:7]=12. The yield is 0.850. (2) The reactants are [CH2:1]([O:4][CH:5]1[CH2:20][CH:9]2[CH2:10][O:11][C:12]3[C:17]([C:8]2([S:21]([C:24]2[CH:29]=[CH:28][C:27]([Cl:30])=[CH:26][CH:25]=2)(=[O:23])=[O:22])[CH2:7][CH2:6]1)=[C:16]([F:18])[CH:15]=[CH:14][C:13]=3[F:19])[CH:2]=C.[O:31]=[O+][O-].[BH4-].[Na+]. The catalyst is CO.C(Cl)Cl. The yield is 0.930. The product is [Cl:30][C:27]1[CH:26]=[CH:25][C:24]([S:21]([C:8]23[CH2:7][CH2:6][CH:5]([O:4][CH2:1][CH2:2][OH:31])[CH2:20][CH:9]2[CH2:10][O:11][C:12]2[C:17]3=[C:16]([F:18])[CH:15]=[CH:14][C:13]=2[F:19])(=[O:23])=[O:22])=[CH:29][CH:28]=1.